From a dataset of Reaction yield outcomes from USPTO patents with 853,638 reactions. Predict the reaction yield, written as a fraction of the theoretical maximum amount of product (1.0 means a 100% yield; for example, 0.34 means a 34% yield). (1) The product is [NH2:11][C@H:12]1[C@H:17]2[O:18][C@H:14]([CH2:15][CH2:16]2)[C@H:13]1[C:19]([O:21][CH3:22])=[O:20]. The catalyst is C(OCC)(=O)C.[Pd]. The reactants are C(OC([NH:11][C@H:12]1[C@H:17]2[O:18][C@H:14]([CH2:15][CH2:16]2)[C@H:13]1[C:19]([O:21][CH3:22])=[O:20])=O)C1C=CC=CC=1. The yield is 0.800. (2) The reactants are [CH:1]([N:4]1[C:8]([C:9]2[N:18]=[C:17]3[N:11]([CH2:12][CH2:13][O:14][C:15]4[CH:22]=[C:21](OS(C(F)(F)F)(=O)=O)[N:20]=[CH:19][C:16]=43)[CH:10]=2)=[N:7][CH:6]=[N:5]1)([CH3:3])[CH3:2].C(=O)([O-])[O-].[Na+].[Na+].C1(P(C2C=CC=CC=2)C2C=CC=CC=2)C=CC=CC=1.[C:56]([O:60][C:61]([N:63]1[CH2:68][CH:67]=[C:66](B2OC(C)(C)C(C)(C)O2)[CH2:65][CH2:64]1)=[O:62])([CH3:59])([CH3:58])[CH3:57]. The catalyst is CN(C=O)C.C(=CC(C=CC1C=CC=CC=1)=O)C1C=CC=CC=1.C(=CC(C=CC1C=CC=CC=1)=O)C1C=CC=CC=1.[Pd]. The product is [C:56]([O:60][C:61]([N:63]1[CH2:64][CH:65]=[C:66]([C:21]2[N:20]=[CH:19][C:16]3[C:17]4[N:11]([CH2:12][CH2:13][O:14][C:15]=3[CH:22]=2)[CH:10]=[C:9]([C:8]2[N:4]([CH:1]([CH3:3])[CH3:2])[N:5]=[CH:6][N:7]=2)[N:18]=4)[CH2:67][CH2:68]1)=[O:62])([CH3:59])([CH3:57])[CH3:58]. The yield is 0.450. (3) The reactants are Cl[C:2]1[C:3]2[N:11]=[C:10]([C:12]3[CH:17]=[CH:16][C:15]([O:18][CH3:19])=[C:14]([CH3:20])[CH:13]=3)[CH:9]=[CH:8][C:4]=2[N:5]=[CH:6][N:7]=1.[NH:21]1[CH2:26][CH2:25][NH:24][CH2:23][CH2:22]1. The catalyst is C(O)(C)C. The product is [N:21]1([C:2]2[C:3]3[N:11]=[C:10]([C:12]4[CH:17]=[CH:16][C:15]([O:18][CH3:19])=[C:14]([CH3:20])[CH:13]=4)[CH:9]=[CH:8][C:4]=3[N:5]=[CH:6][N:7]=2)[CH2:26][CH2:25][NH:24][CH2:23][CH2:22]1. The yield is 0.780. (4) The reactants are [F:1][C:2]([F:7])([F:6])[C:3]([OH:5])=[O:4].[Cl:8][C:9]1[CH:14]=[CH:13][C:12]([CH2:15][NH:16][C:17]([C:19]2[NH:20][C:21]3[C:26]([CH:27]=2)=[CH:25][C:24]([NH:28]C(=O)OC(C)(C)C)=[CH:23][CH:22]=3)=[O:18])=[C:11]([F:36])[C:10]=1[O:37][C:38]1[CH:43]=[C:42]([C:44]#[N:45])[CH:41]=[C:40]([Cl:46])[CH:39]=1. The catalyst is ClCCl. The product is [F:1][C:2]([F:7])([F:6])[C:3]([OH:5])=[O:4].[NH2:28][C:24]1[CH:25]=[C:26]2[C:21](=[CH:22][CH:23]=1)[NH:20][C:19]([C:17]([NH:16][CH2:15][C:12]1[CH:13]=[CH:14][C:9]([Cl:8])=[C:10]([O:37][C:38]3[CH:43]=[C:42]([C:44]#[N:45])[CH:41]=[C:40]([Cl:46])[CH:39]=3)[C:11]=1[F:36])=[O:18])=[CH:27]2. The yield is 0.440. (5) The reactants are [O:1]=[C:2]1[NH:8][CH2:7][CH2:6][CH2:5][N:4]2[C:9]3[N:15]=[C:14]([C:16]([NH:18][C:19]4[CH:24]=[CH:23][CH:22]=[C:21]([C:25]5[N:26]=[CH:27][N:28](C(C6C=CC=CC=6)(C6C=CC=CC=6)C6C=CC=CC=6)[CH:29]=5)[CH:20]=4)=[O:17])[CH:13]=[CH:12][C:10]=3[CH:11]=[C:3]12.C(O)(C(F)(F)F)=O. The catalyst is C(Cl)Cl. The product is [NH:28]1[CH:29]=[C:25]([C:21]2[CH:20]=[C:19]([NH:18][C:16]([C:14]3[CH:13]=[CH:12][C:10]4[CH:11]=[C:3]5[C:2](=[O:1])[NH:8][CH2:7][CH2:6][CH2:5][N:4]5[C:9]=4[N:15]=3)=[O:17])[CH:24]=[CH:23][CH:22]=2)[N:26]=[CH:27]1. The yield is 0.470. (6) The reactants are [O:1]1[C:5]2[CH:6]=[CH:7][C:8]([C:10]3([C:13]([NH:15][C:16]4[CH:21]=[CH:20][C:19]([CH3:22])=[C:18](Br)[CH:17]=4)=[O:14])[CH2:12][CH2:11]3)=[CH:9][C:4]=2[O:3][CH2:2]1.[CH3:24][C:25]1([CH3:41])[C:29]([CH3:31])([CH3:30])[O:28][B:27]([B:27]2[O:28][C:29]([CH3:31])([CH3:30])[C:25]([CH3:41])([CH3:24])[O:26]2)[O:26]1.CC([O-])=O.[K+]. The catalyst is C1C=CC(P(C2C=CC=CC=2)[C-]2C=CC=C2)=CC=1.C1C=CC(P(C2C=CC=CC=2)[C-]2C=CC=C2)=CC=1.Cl[Pd]Cl.[Fe+2].CN(C=O)C. The product is [O:1]1[C:5]2[CH:6]=[CH:7][C:8]([C:10]3([C:13]([NH:15][C:16]4[CH:21]=[CH:20][C:19]([CH3:22])=[C:18]([B:27]5[O:28][C:29]([CH3:31])([CH3:30])[C:25]([CH3:41])([CH3:24])[O:26]5)[CH:17]=4)=[O:14])[CH2:12][CH2:11]3)=[CH:9][C:4]=2[O:3][CH2:2]1. The yield is 0.270. (7) The reactants are [NH2:1][C:2]1[CH:7]=[CH:6][C:5]([OH:8])=[C:4]([N+:9]([O-:11])=[O:10])[CH:3]=1.[F:12][C:13]1[C:20]([F:21])=[C:19]([C:22]([F:25])([F:24])[F:23])[C:18]([F:26])=[C:17]([F:27])[C:14]=1[CH2:15]Br. The catalyst is CN(C=O)C. The product is [N+:9]([C:4]1[CH:3]=[C:2]([NH:1][CH2:15][C:14]2[C:17]([F:27])=[C:18]([F:26])[C:19]([C:22]([F:23])([F:25])[F:24])=[C:20]([F:21])[C:13]=2[F:12])[CH:7]=[CH:6][C:5]=1[OH:8])([O-:11])=[O:10]. The yield is 0.400.